This data is from Forward reaction prediction with 1.9M reactions from USPTO patents (1976-2016). The task is: Predict the product of the given reaction. Given the reactants [F:1][C:2]1[CH:3]=[CH:4][C:5]([N+:15]([O-])=O)=[C:6]([NH:8][C:9]2[CH:14]=[CH:13][CH:12]=[CH:11][N:10]=2)[CH:7]=1, predict the reaction product. The product is: [F:1][C:2]1[CH:7]=[C:6]([NH:8][C:9]2[CH:14]=[CH:13][CH:12]=[CH:11][N:10]=2)[C:5]([NH2:15])=[CH:4][CH:3]=1.